This data is from Forward reaction prediction with 1.9M reactions from USPTO patents (1976-2016). The task is: Predict the product of the given reaction. (1) Given the reactants [O:1]1[CH2:6][CH2:5][CH2:4][CH2:3][CH:2]1[O:7][C:8]1[CH:13]=[CH:12][C:11]([Mg]Br)=[CH:10][CH:9]=1.[O:16]1[CH:20]=[CH:19][N:18]=[C:17]1[CH:21]=[O:22], predict the reaction product. The product is: [O:16]1[CH:20]=[CH:19][N:18]=[C:17]1[CH:21]([C:11]1[CH:12]=[CH:13][C:8]([O:7][CH:2]2[CH2:3][CH2:4][CH2:5][CH2:6][O:1]2)=[CH:9][CH:10]=1)[OH:22]. (2) Given the reactants [Br:1][C:2]1[CH:3]=[N:4][C:5]2[N:6]([N:8]=[C:9]([C:11]([OH:13])=O)[CH:10]=2)[CH:7]=1.[O:14]1[CH:18]=[CH:17][C:16]([C:19]2[CH:28]=[C:27]3[C:22]([CH2:23][CH2:24][NH:25][CH:26]3[CH3:29])=[CH:21][CH:20]=2)=[CH:15]1, predict the reaction product. The product is: [Br:1][C:2]1[CH:3]=[N:4][C:5]2[N:6]([N:8]=[C:9]([C:11]([N:25]3[CH2:24][CH2:23][C:22]4[C:27](=[CH:28][C:19]([C:16]5[CH:17]=[CH:18][O:14][CH:15]=5)=[CH:20][CH:21]=4)[CH:26]3[CH3:29])=[O:13])[CH:10]=2)[CH:7]=1. (3) Given the reactants [CH2:1]([O:3][C:4]1[C:9]([C:10]2[CH:15]=[C:14]([S:16]([CH2:19][CH3:20])(=[O:18])=[O:17])[CH:13]=[CH:12][C:11]=2F)=[CH:8][N:7]([CH3:22])[C:6](=[O:23])[CH:5]=1)[CH3:2].[F:24][C:25]1[CH:30]=[C:29]([F:31])[CH:28]=[CH:27][C:26]=1[OH:32].C(=O)([O-])[O-].[Cs+].[Cs+], predict the reaction product. The product is: [F:24][C:25]1[CH:30]=[C:29]([F:31])[CH:28]=[CH:27][C:26]=1[O:32][C:11]1[CH:12]=[CH:13][C:14]([S:16]([CH2:19][CH3:20])(=[O:18])=[O:17])=[CH:15][C:10]=1[C:9]1[C:4]([O:3][CH2:1][CH3:2])=[CH:5][C:6](=[O:23])[N:7]([CH3:22])[CH:8]=1. (4) Given the reactants [Cl:1][C:2]1[C:3]([CH2:12][C:13]#[N:14])=[N:4][CH:5]=[C:6]([C:8]([F:11])([F:10])[F:9])[CH:7]=1.[CH:15](C)(C)[C:16]([O-])=O.[K+].C(I)C.O, predict the reaction product. The product is: [Cl:1][C:2]1[C:3]([CH:12]([CH2:15][CH3:16])[C:13]#[N:14])=[N:4][CH:5]=[C:6]([C:8]([F:11])([F:9])[F:10])[CH:7]=1. (5) Given the reactants [F:1][C:2]1([F:29])[CH2:7][CH2:6][N:5]([C:8]([C:10]2[NH:11][C:12]3[C:17]([CH:18]=2)=[CH:16][C:15]([O:19][CH:20]2[CH2:25][CH2:24][N:23]([CH:26]([CH3:28])[CH3:27])[CH2:22][CH2:21]2)=[CH:14][CH:13]=3)=[O:9])[CH2:4][CH2:3]1.[C:30]([C:32]1[CH:37]=[CH:36][C:35](B2OC(C)(C)C(C)(C)O2)=[CH:34][N:33]=1)#[N:31], predict the reaction product. The product is: [F:29][C:2]1([F:1])[CH2:7][CH2:6][N:5]([C:8]([C:10]2[N:11]([C:35]3[CH:36]=[CH:37][C:32]([C:30]#[N:31])=[N:33][CH:34]=3)[C:12]3[C:17]([CH:18]=2)=[CH:16][C:15]([O:19][CH:20]2[CH2:25][CH2:24][N:23]([CH:26]([CH3:27])[CH3:28])[CH2:22][CH2:21]2)=[CH:14][CH:13]=3)=[O:9])[CH2:4][CH2:3]1. (6) Given the reactants Cl[C:2]1[N:7]=[C:6]([CH3:8])[C:5]([N+:9]([O-:11])=[O:10])=[CH:4][CH:3]=1.[NH2:12][C:13]1([CH2:18][OH:19])[CH2:17][CH2:16][CH2:15][CH2:14]1.C(N(CC)CC)C, predict the reaction product. The product is: [CH3:8][C:6]1[N:7]=[C:2]([NH:12][C:13]2([CH2:18][OH:19])[CH2:17][CH2:16][CH2:15][CH2:14]2)[CH:3]=[CH:4][C:5]=1[N+:9]([O-:11])=[O:10].